Dataset: Catalyst prediction with 721,799 reactions and 888 catalyst types from USPTO. Task: Predict which catalyst facilitates the given reaction. (1) Reactant: [F:1][C:2]1[CH:3]=[N:4][C:5]([NH:8][C:9]2[S:10][C:11]3[CH2:17][CH2:16][N:15]([CH2:18][C:19]4[CH:24]=[CH:23][C:22]([N:25]5[CH2:30][CH2:29][O:28][CH2:27][CH2:26]5)=[CH:21][N:20]=4)[C:14]4[N:31](CC5C=CC(OC)=CC=5)[N:32]=[CH:33][C:13]=4[C:12]=3[N:43]=2)=[N:6][CH:7]=1. Product: [F:1][C:2]1[CH:3]=[N:4][C:5]([NH:8][C:9]2[S:10][C:11]3[CH2:17][CH2:16][N:15]([CH2:18][C:19]4[CH:24]=[CH:23][C:22]([N:25]5[CH2:30][CH2:29][O:28][CH2:27][CH2:26]5)=[CH:21][N:20]=4)[C:14]4=[N:31][NH:32][CH:33]=[C:13]4[C:12]=3[N:43]=2)=[N:6][CH:7]=1. The catalyst class is: 137. (2) Reactant: F[C:2]1[CH:10]=[CH:9][C:8]([N+:11]([O-:13])=[O:12])=[CH:7][C:3]=1[C:4]([OH:6])=O.CCN=C=NCCCN(C)C.Cl.C(N(C(C)C)C(C)C)C.[CH2:35]([NH:39][NH2:40])[CH:36]([CH3:38])[CH3:37].C1(C)C=CC(S(O)(=O)=O)=CC=1.Cl. Product: [CH2:35]([N:39]1[C:2]2[C:3](=[CH:7][C:8]([N+:11]([O-:13])=[O:12])=[CH:9][CH:10]=2)[C:4](=[O:6])[NH:40]1)[CH:36]([CH3:38])[CH3:37]. The catalyst class is: 3. (3) Reactant: ClCCO[C:5]1[CH:14]=[C:13]2[C:8]([C:9]([NH:17][C:18]3[CH:23]=[CH:22][C:21]([O:24][C:25]4[CH:30]=[CH:29][CH:28]=[CH:27][CH:26]=4)=[CH:20][CH:19]=3)=[C:10]([C:15]#[N:16])[CH:11]=[N:12]2)=[CH:7][C:6]=1[O:31][CH3:32].N1(C2CCNCC2)CCCCC1.[I-].[Na+]. Product: [CH3:32][O:31][C:6]1[CH:7]=[C:8]2[C:13](=[CH:14][CH:5]=1)[N:12]=[CH:11][C:10]([C:15]#[N:16])=[C:9]2[NH:17][C:18]1[CH:23]=[CH:22][C:21]([O:24][C:25]2[CH:30]=[CH:29][CH:28]=[CH:27][CH:26]=2)=[CH:20][CH:19]=1. The catalyst class is: 57. (4) Product: [F:1][C:2]1([CH2:18][CH2:19][NH:20][C:21](=[O:26])[O:22][CH2:23][C:24]([NH:28][CH3:27])=[O:25])[CH2:3][CH2:4][N:5]([C:8]2[CH:17]=[CH:16][C:15]3[C:10](=[CH:11][CH:12]=[CH:13][CH:14]=3)[N:9]=2)[CH2:6][CH2:7]1. Reactant: [F:1][C:2]1([CH2:18][CH2:19][N:20]2[C:24](=[O:25])[CH2:23][O:22][C:21]2=[O:26])[CH2:7][CH2:6][N:5]([C:8]2[CH:17]=[CH:16][C:15]3[C:10](=[CH:11][CH:12]=[CH:13][CH:14]=3)[N:9]=2)[CH2:4][CH2:3]1.[CH3:27][NH2:28]. The catalyst class is: 7. (5) Reactant: C(OC([N:8]1[CH2:13][CH2:12][CH:11]([C:14]2[O:18][N:17]=[C:16]([C:19]3[N:24]=[C:23]([NH2:25])[N:22]=[C:21]([N:26]([CH3:33])[C:27]4[CH:32]=[CH:31][CH:30]=[CH:29][CH:28]=4)[N:20]=3)[N:15]=2)[CH2:10][CH2:9]1)=O)(C)(C)C.[ClH:34]. Product: [ClH:34].[CH3:33][N:26]([C:27]1[CH:32]=[CH:31][CH:30]=[CH:29][CH:28]=1)[C:21]1[N:22]=[C:23]([NH2:25])[N:24]=[C:19]([C:16]2[N:15]=[C:14]([CH:11]3[CH2:10][CH2:9][NH:8][CH2:13][CH2:12]3)[O:18][N:17]=2)[N:20]=1. The catalyst class is: 258.